This data is from Full USPTO retrosynthesis dataset with 1.9M reactions from patents (1976-2016). The task is: Predict the reactants needed to synthesize the given product. (1) Given the product [C:31]([N:11]1[C:12]2[C:8](=[CH:7][CH:6]=[C:5]([C:3]([O:2][CH3:1])=[O:4])[CH:13]=2)[C:9](=[C:18]([O:17][CH2:16][CH3:15])[C:19]2[CH:24]=[CH:23][CH:22]=[CH:21][CH:20]=2)[C:10]1=[O:14])(=[O:33])[CH3:32], predict the reactants needed to synthesize it. The reactants are: [CH3:1][O:2][C:3]([C:5]1[CH:13]=[C:12]2[C:8]([CH2:9][C:10](=[O:14])[NH:11]2)=[CH:7][CH:6]=1)=[O:4].[CH3:15][CH2:16][O:17][C:18](OCC)(OCC)[C:19]1[CH:24]=[CH:23][CH:22]=[CH:21][CH:20]=1.[C:31](OC(=O)C)(=[O:33])[CH3:32]. (2) Given the product [CH3:21][C:19]1[N:20]=[C:15]2[CH:14]=[CH:13][C:12]([CH2:11][N:9]3[CH:8]=[C:7]4[C:2]([NH:33][CH2:34][C:35]5[CH:36]=[C:37]6[C:42](=[CH:43][CH:44]=5)[C:41]([NH2:45])=[N:40][CH:39]=[CH:38]6)=[N:3][CH:4]=[CH:5][C:6]4=[N:10]3)=[CH:17][N:16]2[CH:18]=1, predict the reactants needed to synthesize it. The reactants are: Cl[C:2]1[C:7]2=[CH:8][N:9]([CH2:11][C:12]3[CH:13]=[CH:14][C:15]4[N:16]([CH:18]=[C:19]([CH3:21])[N:20]=4)[CH:17]=3)[N:10]=[C:6]2[CH:5]=[CH:4][N:3]=1.C(OCCOCCOCC)C.[NH2:33][CH2:34][C:35]1[CH:36]=[C:37]2[C:42](=[CH:43][CH:44]=1)[C:41]([N:45](C(OC(C)(C)C)=O)C(=O)OC(C)(C)C)=[N:40][CH:39]=[CH:38]2. (3) Given the product [C:34]1([C:44]2[CH:49]=[CH:48][CH:47]=[CH:46][CH:45]=2)[CH:39]=[CH:38][C:37]([S:40]([N:8]2[CH2:12][CH2:11][S:10][CH:9]2[C:13]([NH:59][CH:57]([C:54]2[CH:55]=[CH:56][C:51]([F:50])=[CH:52][CH:53]=2)[CH3:58])=[O:15])(=[O:42])=[O:41])=[CH:36][CH:35]=1, predict the reactants needed to synthesize it. The reactants are: C(OC([N:8]1[CH2:12][CH2:11][S:10][CH:9]1[C:13]([OH:15])=O)=O)(C)(C)C.C1C=CC(/C(/C2C=CC([N+]([O-])=O)=CC=2)=N/O)=CC=1.[C:34]1([C:44]2[CH:49]=[CH:48][CH:47]=[CH:46][CH:45]=2)[CH:39]=[CH:38][C:37]([S:40](Cl)(=[O:42])=[O:41])=[CH:36][CH:35]=1.[F:50][C:51]1[CH:56]=[CH:55][C:54]([CH:57]([NH2:59])[CH3:58])=[CH:53][CH:52]=1. (4) Given the product [CH2:56]1[C:54]2([CH2:57][CH:51]([NH:50][CH2:49][CH2:48][CH2:47][O:1][C:2]3[CH:11]=[C:10]4[C:5]([C:6]([O:12][C:13]5[CH:14]=[CH:15][C:16]([NH:19][C:20]([C:22]6[C:23](=[O:35])[N:24]([C:29]7[CH:30]=[CH:31][CH:32]=[CH:33][CH:34]=7)[N:25]([CH3:28])[C:26]=6[CH3:27])=[O:21])=[N:17][CH:18]=5)=[CH:7][CH:8]=[N:9]4)=[CH:4][CH:3]=3)[CH2:52][O:53]2)[CH2:55]1, predict the reactants needed to synthesize it. The reactants are: [OH:1][C:2]1[CH:11]=[C:10]2[C:5]([C:6]([O:12][C:13]3[CH:14]=[CH:15][C:16]([NH:19][C:20]([C:22]4[C:23](=[O:35])[N:24]([C:29]5[CH:34]=[CH:33][CH:32]=[CH:31][CH:30]=5)[N:25]([CH3:28])[C:26]=4[CH3:27])=[O:21])=[N:17][CH:18]=3)=[CH:7][CH:8]=[N:9]2)=[CH:4][CH:3]=1.C(=O)([O-])[O-].[Cs+].[Cs+].CS(O[CH2:47][CH2:48][CH2:49][N:50](C(OC(C)(C)C)=O)[CH:51]1[CH2:57][C:54]2([CH2:56][CH2:55]2)[O:53][CH2:52]1)(=O)=O. (5) The reactants are: Cl[C:2]1[C:3]([CH2:10][CH:11]2[CH2:16][CH2:15][NH:14][CH2:13][CH2:12]2)=[CH:4][C:5]([F:9])=[C:6]([CH:8]=1)[NH2:7].Br[CH2:18][C:19]1[CH:24]=[CH:23][C:22]([C:25]([OH:34])([C:30]([F:33])([F:32])[F:31])[C:26]([F:29])([F:28])[F:27])=[CH:21][CH:20]=1.C(=O)([O-])[O-].[K+].[K+]. Given the product [NH2:7][C:6]1[CH:8]=[CH:2][C:3]([CH2:10][CH:11]2[CH2:16][CH2:15][N:14]([CH2:18][C:19]3[CH:20]=[CH:21][C:22]([C:25]([OH:34])([C:26]([F:27])([F:28])[F:29])[C:30]([F:31])([F:32])[F:33])=[CH:23][CH:24]=3)[CH2:13][CH2:12]2)=[CH:4][C:5]=1[F:9], predict the reactants needed to synthesize it. (6) Given the product [CH3:40][C:30]1[CH:31]=[C:32]2[C:37](=[N:38][C:29]=1[O:28][CH2:27][CH2:26][CH2:25][CH2:24][N:67]1[CH2:66][CH2:65][N:64]([C:54]3[C:63]4[C:58](=[CH:59][CH:60]=[CH:61][CH:62]=4)[CH:57]=[CH:56][CH:55]=3)[CH2:69][CH2:68]1)[NH:36][C:35](=[O:39])[CH2:34][CH2:33]2, predict the reactants needed to synthesize it. The reactants are: CC(OI1(OC(C)=O)(OC(C)=O)OC(=O)C2C=CC=CC1=2)=O.O[CH2:24][CH2:25][CH2:26][CH2:27][O:28][C:29]1[N:38]=[C:37]2[C:32]([CH2:33][CH2:34][C:35](=[O:39])[NH:36]2)=[CH:31][C:30]=1[CH3:40].C([O-])(O)=O.[Na+].[O-]S([O-])(=S)=O.[Na+].[Na+].Cl.[C:54]1([N:64]2[CH2:69][CH2:68][NH:67][CH2:66][CH2:65]2)[C:63]2[C:58](=[CH:59][CH:60]=[CH:61][CH:62]=2)[CH:57]=[CH:56][CH:55]=1.CCN(CC)CC.[BH-](OC(C)=O)(OC(C)=O)OC(C)=O.[Na+]. (7) Given the product [F:1][C:2]1([F:7])[CH2:4][CH:3]1[CH2:5][O:6][C:9]1[C:14]([N+:15]([O-:17])=[O:16])=[CH:13][CH:12]=[CH:11][N:10]=1, predict the reactants needed to synthesize it. The reactants are: [F:1][C:2]1([F:7])[CH2:4][CH:3]1[CH2:5][OH:6].F[C:9]1[C:14]([N+:15]([O-:17])=[O:16])=[CH:13][CH:12]=[CH:11][N:10]=1. (8) Given the product [Cl:1][C:2]1[CH:3]=[C:4]([C:8]([F:11])([F:12])[CH2:9][O:10][S:15]([C:14]([F:27])([F:26])[F:13])(=[O:17])=[O:16])[CH:5]=[CH:6][CH:7]=1, predict the reactants needed to synthesize it. The reactants are: [Cl:1][C:2]1[CH:3]=[C:4]([C:8]([F:12])([F:11])[CH2:9][OH:10])[CH:5]=[CH:6][CH:7]=1.[F:13][C:14]([F:27])([F:26])[S:15](O[S:15]([C:14]([F:27])([F:26])[F:13])(=[O:17])=[O:16])(=[O:17])=[O:16].C(Cl)Cl.CO. (9) Given the product [F:1][CH2:2][CH2:3][N:4]1[CH2:5][CH2:6][N:7]([C:10]2[CH:15]=[CH:14][C:13]([NH2:16])=[N:12][CH:11]=2)[CH2:8][CH2:9]1, predict the reactants needed to synthesize it. The reactants are: [F:1][CH2:2][CH2:3][N:4]1[CH2:9][CH2:8][N:7]([C:10]2[CH:11]=[N:12][C:13]([N+:16]([O-])=O)=[CH:14][CH:15]=2)[CH2:6][CH2:5]1. (10) Given the product [C@@H:8]1([O:7][C:4]2[C:3]([CH2:31][C:32]3[CH:33]=[CH:34][C:35]([CH:38]4[CH2:40][CH2:39]4)=[CH:36][CH:37]=3)=[C:2]([CH3:1])[NH:6][N:5]=2)[O:25][C@H:24]([CH2:26][OH:27])[C@@H:19]([OH:20])[C@H:14]([OH:15])[C@H:9]1[OH:10], predict the reactants needed to synthesize it. The reactants are: [CH3:1][C:2]1[NH:6][N:5]=[C:4]([O:7][C@@H:8]2[O:25][C@H:24]([CH2:26][O:27]C(=O)C)[C@@H:19]([O:20]C(=O)C)[C@H:14]([O:15]C(=O)C)[C@H:9]2[O:10]C(=O)C)[C:3]=1[CH2:31][C:32]1[CH:37]=[CH:36][C:35]([CH:38]2[CH2:40][CH2:39]2)=[CH:34][CH:33]=1.[OH-].[Na+].